Dataset: Catalyst prediction with 721,799 reactions and 888 catalyst types from USPTO. Task: Predict which catalyst facilitates the given reaction. (1) Reactant: [CH3:1][C:2]1[NH:6][N:5]=[C:4]([CH:7]=[O:8])[CH:3]=1.C(N(CC)CC)C.Cl[C:17]([C:30]1[CH:35]=[CH:34][CH:33]=[CH:32][CH:31]=1)([C:24]1[CH:29]=[CH:28][CH:27]=[CH:26][CH:25]=1)[C:18]1[CH:23]=[CH:22][CH:21]=[CH:20][CH:19]=1. Product: [CH3:1][C:2]1[N:6]([C:17]([C:18]2[CH:23]=[CH:22][CH:21]=[CH:20][CH:19]=2)([C:30]2[CH:31]=[CH:32][CH:33]=[CH:34][CH:35]=2)[C:24]2[CH:25]=[CH:26][CH:27]=[CH:28][CH:29]=2)[N:5]=[C:4]([CH:7]=[O:8])[CH:3]=1. The catalyst class is: 10. (2) Reactant: [NH2:1][CH2:2][CH2:3][NH:4][C:5]1[CH:13]=[CH:12][CH:11]=[C:10]([N+:14]([O-:16])=[O:15])[C:6]=1[C:7](O)=[O:8].C1C=CC2N(O)N=NC=2C=1.F[P-](F)(F)(F)(F)F.N1(O[P+](N(C)C)(N(C)C)N(C)C)C2C=CC=CC=2N=N1.CN1CCOCC1. Product: [N+:14]([C:10]1[C:6]2[C:7](=[O:8])[NH:1][CH2:2][CH2:3][NH:4][C:5]=2[CH:13]=[CH:12][CH:11]=1)([O-:16])=[O:15]. The catalyst class is: 39. (3) Reactant: [Cl:1][C:2]1[CH:3]=[C:4]2[C:8](=[CH:9][CH:10]=1)[NH:7][C:6](=[O:11])[C:5]2=[O:12].O.C1(C)C=CC(S(O)(=O)=O)=CC=1.[CH2:25](O)[CH2:26][CH2:27][OH:28]. Product: [Cl:1][C:2]1[CH:3]=[C:4]2[C:8](=[CH:9][CH:10]=1)[NH:7][C:6](=[O:11])[C:5]12[O:28][CH2:27][CH2:26][CH2:25][O:12]1. The catalyst class is: 48. (4) Reactant: Cl[C:2]1[C:7]([F:8])=[CH:6][CH:5]=[CH:4][N:3]=1.O.[NH2:10][NH2:11]. The catalyst class is: 8. Product: [F:8][C:7]1[C:2]([NH:10][NH2:11])=[N:3][CH:4]=[CH:5][CH:6]=1. (5) Reactant: C(Cl)(Cl)Cl.CC1(C)C2C=CC=C(P(C3C=CC=CC=3)C3C=CC=CC=3)C=2OC2C1=CC=CC=2P(C1C=CC=CC=1)C1C=CC=CC=1.Br[C:48]1[CH:49]=[CH:50][CH:51]=[C:52]2[C:57]=1[N:56]=[C:55]([C:58]1[N:62]3[CH:63]=[C:64]([C@@H:67]([N:72]4[CH2:76][CH2:75][C@H:74]([NH:77][C:78](=[O:84])[O:79][C:80]([CH3:83])([CH3:82])[CH3:81])[CH2:73]4)[C:68]([F:71])([F:70])[F:69])[CH:65]=[CH:66][C:61]3=[N:60][N:59]=1)[CH:54]=[CH:53]2.[CH2:85]([SH:87])[CH3:86].C(N(C(C)C)C(C)C)C. Product: [CH2:85]([S:87][C:48]1[CH:49]=[CH:50][CH:51]=[C:52]2[C:57]=1[N:56]=[C:55]([C:58]1[N:62]3[CH:63]=[C:64]([C@@H:67]([N:72]4[CH2:76][CH2:75][C@H:74]([NH:77][C:78](=[O:84])[O:79][C:80]([CH3:83])([CH3:82])[CH3:81])[CH2:73]4)[C:68]([F:71])([F:70])[F:69])[CH:65]=[CH:66][C:61]3=[N:60][N:59]=1)[CH:54]=[CH:53]2)[CH3:86]. The catalyst class is: 12. (6) Reactant: [CH2:1]([N:8]1[CH2:13][CH:12]=[C:11]([CH:14](O)[CH:15]2[CH2:23][C:22]3[C:17](=[CH:18][C:19]([O:26][CH3:27])=[C:20]([O:24][CH3:25])[CH:21]=3)[C:16]2=[O:28])[CH2:10][CH2:9]1)[C:2]1[CH:7]=[CH:6][CH:5]=[CH:4][CH:3]=1.[ClH:30].CCO. Product: [CH3:25][O:24][C:20]1[CH:21]=[C:22]2[CH2:23][CH:15]([CH2:14][CH:11]3[CH2:10][CH2:9][N:8]([CH2:1][C:2]4[CH:3]=[CH:4][CH:5]=[CH:6][CH:7]=4)[CH2:13][CH2:12]3)[C:16](=[O:28])[C:17]2=[CH:18][C:19]=1[O:26][CH3:27].[ClH:30]. The catalyst class is: 32. (7) Reactant: Cl.Cl[CH:3]([CH3:15])[CH2:4][NH:5][CH2:6][CH2:7][C:8]1[CH:13]=[CH:12][C:11]([Cl:14])=[CH:10][CH:9]=1.[Cl-].[Al+3].[Cl-].[Cl-]. Product: [Cl:14][C:11]1[CH:10]=[CH:9][C:8]2[CH2:7][CH2:6][NH:5][CH2:4][CH:3]([CH3:15])[C:13]=2[CH:12]=1. The catalyst class is: 262.